Predict the reactants needed to synthesize the given product. From a dataset of Full USPTO retrosynthesis dataset with 1.9M reactions from patents (1976-2016). (1) Given the product [Cl:28][C:10]1[CH:11]=[C:12]([C:16]([N:18]2[C:27]3[C:22](=[CH:23][CH:24]=[CH:25][CH:26]=3)[NH:21][CH2:20][CH2:19]2)=[O:17])[CH:13]=[C:14]([Cl:15])[C:9]=1[OH:8], predict the reactants needed to synthesize it. The reactants are: C([O:8][C:9]1[C:14]([Cl:15])=[CH:13][C:12]([C:16]([N:18]2[C:27]3[C:22](=[CH:23][CH:24]=[CH:25][CH:26]=3)[NH:21][CH2:20][CH2:19]2)=[O:17])=[CH:11][C:10]=1[Cl:28])C1C=CC=CC=1. (2) Given the product [C:1]([O:5][C:6]([N:8]([CH2:14][C:15]1[CH:26]=[C:25]([O:27][CH3:28])[CH:24]=[CH:23][C:16]=1[CH2:17][CH2:18][C:19]([OH:21])=[O:20])[CH2:9][C:10]([F:11])([F:12])[F:13])=[O:7])([CH3:3])([CH3:4])[CH3:2], predict the reactants needed to synthesize it. The reactants are: [C:1]([O:5][C:6]([N:8]([CH2:14][C:15]1[CH:26]=[C:25]([O:27][CH3:28])[CH:24]=[CH:23][C:16]=1[CH2:17][CH2:18][C:19]([O:21]C)=[O:20])[CH2:9][C:10]([F:13])([F:12])[F:11])=[O:7])([CH3:4])([CH3:3])[CH3:2].[OH-].[Na+].Cl. (3) Given the product [NH2:19][CH2:18][C@@H:17]([NH:16][C:14]([C:11]1[S:12][CH:13]=[C:9]([C:5]2[N:4]([CH3:41])[N:3]=[C:2]([Cl:1])[C:6]=2[CH2:7][CH3:8])[CH:10]=1)=[O:15])[CH2:30][C:31]1[CH:36]=[CH:35][CH:34]=[CH:33][C:32]=1[C:37]([F:40])([F:39])[F:38], predict the reactants needed to synthesize it. The reactants are: [Cl:1][C:2]1[C:6]([CH2:7][CH3:8])=[C:5]([C:9]2[CH:10]=[C:11]([C:14]([NH:16][C@@H:17]([CH2:30][C:31]3[CH:36]=[CH:35][CH:34]=[CH:33][C:32]=3[C:37]([F:40])([F:39])[F:38])[CH2:18][N:19]3C(=O)C4C(=CC=CC=4)C3=O)=[O:15])[S:12][CH:13]=2)[N:4]([CH3:41])[N:3]=1.NN. (4) Given the product [C:1]1([O:11][CH2:12][CH:13]2[CH2:17][CH2:16][N:15]([C:25]([O:27][CH2:28][C:29]([O:31][CH2:32][CH3:33])=[O:30])=[O:24])[CH2:14]2)[C:10]2[C:5](=[CH:6][CH:7]=[CH:8][CH:9]=2)[CH:4]=[CH:3][CH:2]=1, predict the reactants needed to synthesize it. The reactants are: [C:1]1([O:11][CH2:12][CH:13]2[CH2:17][CH2:16][NH:15][CH2:14]2)[C:10]2[C:5](=[CH:6][CH:7]=[CH:8][CH:9]=2)[CH:4]=[CH:3][CH:2]=1.C1([O:24][C:25]([O:27][CH2:28][C:29]([O:31][CH2:32][CH3:33])=[O:30])=O)C=CC=CC=1. (5) Given the product [NH:1]([C:38]([O:40][C:41]([CH3:44])([CH3:43])[CH3:42])=[O:39])[C@H:2]([C:18]([NH:20][C@H:21]([C:26]([NH:28][C@H:29]([C:34]([OH:36])=[O:35])[CH2:30][CH:31]([CH3:32])[CH3:33])=[O:27])[CH2:22][CH:23]([CH3:24])[CH3:25])=[O:19])[CH2:3][CH2:4][CH2:5][CH2:6][NH:7][C:8]([O:10][CH2:11][C:12]1[CH:17]=[CH:16][CH:15]=[CH:14][CH:13]=1)=[O:9], predict the reactants needed to synthesize it. The reactants are: [NH:1]([C:38]([O:40][C:41]([CH3:44])([CH3:43])[CH3:42])=[O:39])[C@H:2]([C:18]([NH:20][C@H:21]([C:26]([NH:28][C@H:29]([C:34]([O:36]C)=[O:35])[CH2:30][CH:31]([CH3:33])[CH3:32])=[O:27])[CH2:22][CH:23]([CH3:25])[CH3:24])=[O:19])[CH2:3][CH2:4][CH2:5][CH2:6][NH:7][C:8]([O:10][CH2:11][C:12]1[CH:17]=[CH:16][CH:15]=[CH:14][CH:13]=1)=[O:9].[OH-].[Na+].C(O)(=O)CC(CC(O)=O)(C(O)=O)O. (6) Given the product [F:20][C:21]([F:26])([F:25])[C:22]([OH:24])=[O:23].[C:18]([CH:17]1[NH:8][C@H:9]([C:10]([O:12][CH2:13][CH3:14])=[O:11])[CH2:15][CH2:16]1)#[N:19], predict the reactants needed to synthesize it. The reactants are: C(OC([N:8]1[CH:17]([C:18]#[N:19])[CH2:16][CH2:15][C@H:9]1[C:10]([O:12][CH2:13][CH3:14])=[O:11])=O)(C)(C)C.[F:20][C:21]([F:26])([F:25])[C:22]([OH:24])=[O:23]. (7) The reactants are: Br[C:2]1[CH:3]=[C:4]([C:8]([O:10][CH3:11])=[O:9])[S:5][C:6]=1[Cl:7].[CH3:12][N:13]1[C:17](B2OC(C)(C)C(C)(C)O2)=[C:16]([CH3:27])[CH:15]=[N:14]1.C([O-])([O-])=O.[K+].[K+]. Given the product [Cl:7][C:6]1[S:5][C:4]([C:8]([O:10][CH3:11])=[O:9])=[CH:3][C:2]=1[C:17]1[N:13]([CH3:12])[N:14]=[CH:15][C:16]=1[CH3:27], predict the reactants needed to synthesize it. (8) Given the product [F:37][C:36]1[CH:35]=[CH:34][CH:33]=[C:32]([F:38])[C:31]=1[C:11]1[NH:10][C:18]2[C:13]([CH:12]=1)=[CH:14][C:15]([C:19]1[CH:24]=[C:23]([C:25]3[O:26][CH:27]=[CH:28][N:29]=3)[CH:22]=[CH:21][C:20]=1[CH3:30])=[CH:16][CH:17]=2, predict the reactants needed to synthesize it. The reactants are: C1(S([N:10]2[C:18]3[C:13](=[CH:14][C:15]([C:19]4[CH:24]=[C:23]([C:25]5[O:26][CH:27]=[CH:28][N:29]=5)[CH:22]=[CH:21][C:20]=4[CH3:30])=[CH:16][CH:17]=3)[CH:12]=[C:11]2[C:31]2[C:36]([F:37])=[CH:35][CH:34]=[CH:33][C:32]=2[F:38])(=O)=O)C=CC=CC=1.C([O-])([O-])=O.[Cs+].[Cs+].